Dataset: Reaction yield outcomes from USPTO patents with 853,638 reactions. Task: Predict the reaction yield, written as a fraction of the theoretical maximum amount of product (1.0 means a 100% yield; for example, 0.34 means a 34% yield). The reactants are [NH:1]1[CH:5]=N[CH:3]=[N:2]1.[H-].[Na+].Cl[C:9]1[C:14]([I:15])=[CH:13][N:12]=[CH:11][N:10]=1.[CH2:16]1COCC1. The catalyst is C(Cl)Cl. The product is [I:15][C:14]1[C:9]([N:1]2[CH:5]=[CH:16][CH:3]=[N:2]2)=[N:10][CH:11]=[N:12][CH:13]=1. The yield is 0.200.